This data is from Full USPTO retrosynthesis dataset with 1.9M reactions from patents (1976-2016). The task is: Predict the reactants needed to synthesize the given product. (1) Given the product [CH2:7]([N:6]1[C:2]([CH3:1])=[C:3]([I:11])[N:4]=[C:5]1[CH2:10][CH2:19][CH3:20])[CH3:8], predict the reactants needed to synthesize it. The reactants are: [CH3:1][C:2]1[N:6]2[CH2:7][CH2:8]C[CH2:10][C:5]2=[N:4][CH:3]=1.[I:11]N1C(=O)CCC1=O.[C:19](O)(=O)[CH3:20]. (2) Given the product [Cl:1][C:2]1[CH:3]=[CH:4][C:5]([O:25][CH3:26])=[C:6]([NH:8][C:9](=[O:24])[CH2:10][N:11]2[C:19]3[CH2:18][CH2:17][N:16]([CH:28]([CH3:30])[CH3:27])[CH2:15][C:14]=3[C:13]([C:20]([F:23])([F:22])[F:21])=[N:12]2)[CH:7]=1, predict the reactants needed to synthesize it. The reactants are: [Cl:1][C:2]1[CH:3]=[CH:4][C:5]([O:25][CH3:26])=[C:6]([NH:8][C:9](=[O:24])[CH2:10][N:11]2[C:19]3[CH2:18][CH2:17][NH:16][CH2:15][C:14]=3[C:13]([C:20]([F:23])([F:22])[F:21])=[N:12]2)[CH:7]=1.[CH3:27][C:28]([CH3:30])=O.C([BH3-])#N.[Na+]. (3) The reactants are: [Cl:1][C:2]1[CH:3]=[C:4]([CH:8]=[C:9]([Cl:11])[CH:10]=1)[C:5]([OH:7])=O.Cl.[NH2:13][CH2:14][C:15]1[CH:26]=[CH:25][C:24]([C:27]#[N:28])=[CH:23][C:16]=1[O:17][CH2:18][C:19]([NH:21][CH3:22])=[O:20]. Given the product [Cl:11][C:9]1[CH:8]=[C:4]([CH:3]=[C:2]([Cl:1])[CH:10]=1)[C:5]([NH:13][CH2:14][C:15]1[CH:26]=[CH:25][C:24]([C:27]#[N:28])=[CH:23][C:16]=1[O:17][CH2:18][C:19](=[O:20])[NH:21][CH3:22])=[O:7], predict the reactants needed to synthesize it. (4) Given the product [OH:31][N:30]([C:20](=[NH:21])[CH:12]1[CH2:13][C:14]2[C:19](=[CH:18][CH:17]=[CH:16][CH:15]=2)[N:11]1[C:9]([O:8][CH2:1][C:2]1[CH:3]=[CH:4][CH:5]=[CH:6][CH:7]=1)=[O:10])[CH3:29], predict the reactants needed to synthesize it. The reactants are: [CH2:1]([O:8][C:9]([N:11]1[C:19]2[C:14](=[CH:15][CH:16]=[CH:17][CH:18]=2)[CH2:13][CH:12]1[C:20]#[N:21])=[O:10])[C:2]1[CH:7]=[CH:6][CH:5]=[CH:4][CH:3]=1.C(N(CC)CC)C.[CH3:29][NH:30][OH:31].Cl. (5) Given the product [C:14]12([CH:13]=[O:12])[CH2:23][CH:18]3[CH2:19][CH:20]([CH2:22][C:16]([CH:24]=[O:25])([CH2:17]3)[CH2:15]1)[CH2:21]2, predict the reactants needed to synthesize it. The reactants are: [Cr](Cl)([O-])(=O)=O.[NH+]1C=CC=CC=1.[OH:12][CH2:13][C:14]12[CH2:23][CH:18]3[CH2:19][CH:20]([CH2:22][C:16]([CH2:24][OH:25])([CH2:17]3)[CH2:15]1)[CH2:21]2.